From a dataset of Forward reaction prediction with 1.9M reactions from USPTO patents (1976-2016). Predict the product of the given reaction. (1) Given the reactants C(OCCOC1C=CC([C:15]2[CH:16]=[CH:17][C:18]3[N:24](CC(C)C)[CH2:23][CH2:22][C:21]([C:29](O)=[O:30])=[CH:20][C:19]=3[CH:32]=2)=CC=1)CCC.C[N:34](C=O)C.S(Cl)(Cl)=O, predict the reaction product. The product is: [NH:24]1[C:18]2[CH:17]=[CH:16][CH:15]=[CH:32][C:19]=2[CH:20]=[C:21]([C:29]([NH2:34])=[O:30])[CH2:22][CH2:23]1. (2) Given the reactants [CH:1]1([C:4]2[CH:22]=[CH:21][C:7]([NH:8][C:9]3[CH:14]=[CH:13][CH:12]=[C:11]([C:15]4[CH:16]=[N:17][CH:18]=[CH:19][CH:20]=4)[CH:10]=3)=[C:6]([N+:23]([O-])=O)[CH:5]=2)[CH2:3][CH2:2]1, predict the reaction product. The product is: [NH2:23][C:6]1[CH:5]=[C:4]([CH:1]2[CH2:3][CH2:2]2)[CH:22]=[CH:21][C:7]=1[NH:8][C:9]1[CH:14]=[CH:13][CH:12]=[C:11]([C:15]2[CH:16]=[N:17][CH:18]=[CH:19][CH:20]=2)[CH:10]=1. (3) Given the reactants [CH3:1][C:2]1[CH:3]=[C:4]2[C:8](=[CH:9][CH:10]=1)[NH:7][C:6](=[O:11])[C:5]2=O.[CH2:13]([SH:16])[CH2:14][SH:15].B(F)(F)F.CCOCC, predict the reaction product. The product is: [CH3:1][C:2]1[CH:3]=[C:4]2[C:8](=[CH:9][CH:10]=1)[NH:7][C:6](=[O:11])[C:5]12[S:16][CH2:13][CH2:14][S:15]1. (4) Given the reactants [Si]([O:8][CH2:9][CH2:10][C:11]1[CH:12]=[C:13]([CH2:16][C:17]#N)[S:14][CH:15]=1)(C(C)(C)C)(C)C.[OH-:19].[K+].[OH2:21], predict the reaction product. The product is: [OH:8][CH2:9][CH2:10][C:11]1[CH:12]=[C:13]([CH2:16][C:17]([OH:21])=[O:19])[S:14][CH:15]=1.